Dataset: Kir2.1 potassium channel HTS with 301,493 compounds. Task: Binary Classification. Given a drug SMILES string, predict its activity (active/inactive) in a high-throughput screening assay against a specified biological target. (1) The molecule is O(C(C)(C)C)C(=O)NC(CC(C)C)C(O)=O. The result is 0 (inactive). (2) The compound is S(c1cc(OC)c(C(=O)NCCN2CCOCC2)cc1)C. The result is 0 (inactive).